This data is from HIV replication inhibition screening data with 41,000+ compounds from the AIDS Antiviral Screen. The task is: Binary Classification. Given a drug SMILES string, predict its activity (active/inactive) in a high-throughput screening assay against a specified biological target. (1) The drug is Cc1c(CCO)c(=O)n2n1CCCC2. The result is 0 (inactive). (2) The drug is NC(=O)[N+](=CC(=S)Nc1ccccc1Cl)C(N)=O. The result is 0 (inactive). (3) The drug is COC(=O)c1nn(-c2ccc(Cl)cc2)c2nc3ccccc3c-2c1C(=O)OC. The result is 0 (inactive). (4) The compound is O=C1C(Cl)C(c2cc(Br)ccc2O)N1n1cnc2ccccc2c1=O. The result is 0 (inactive).